From a dataset of Forward reaction prediction with 1.9M reactions from USPTO patents (1976-2016). Predict the product of the given reaction. (1) Given the reactants Cl.C(OCC)C.[CH2:7]([N:11]([C:20]1[CH:25]=[CH:24][C:23]([C:26]2[CH:31]=[CH:30][C:29]([NH:32][C:33]([C:35]3[CH:40]=[C:39]([N+:41]([O-:43])=[O:42])[CH:38]=[CH:37][C:36]=3[Cl:44])=[O:34])=[CH:28][CH:27]=2)=[CH:22][CH:21]=1)[CH2:12][CH2:13][CH2:14][CH2:15][CH2:16][CH2:17][CH2:18][CH3:19])[CH2:8][CH2:9][CH3:10], predict the reaction product. The product is: [ClH:44].[CH2:7]([N:11]([C:20]1[CH:25]=[CH:24][C:23]([C:26]2[CH:31]=[CH:30][C:29]([NH:32][C:33]([C:35]3[CH:40]=[C:39]([N+:41]([O-:43])=[O:42])[CH:38]=[CH:37][C:36]=3[Cl:44])=[O:34])=[CH:28][CH:27]=2)=[CH:22][CH:21]=1)[CH2:12][CH2:13][CH2:14][CH2:15][CH2:16][CH2:17][CH2:18][CH3:19])[CH2:8][CH2:9][CH3:10]. (2) The product is: [NH2:1][C:2]1[N:7]=[CH:6][C:5]([C:8]([N:13]([O:14][CH3:15])[CH3:12])=[O:10])=[CH:4][CH:3]=1. Given the reactants [NH2:1][C:2]1[N:7]=[CH:6][C:5]([C:8]([OH:10])=O)=[CH:4][CH:3]=1.Cl.[CH3:12][NH:13][O:14][CH3:15].F[P-](F)(F)(F)(F)F.N1(OC(N(C)C)=[N+](C)C)C2N=CC=CC=2N=N1.C(N(C(C)C)CC)(C)C, predict the reaction product. (3) Given the reactants [C:1]([O:5][C@@H:6]([C:10]1[C:11]([C:26]2[CH:31]=[CH:30][C:29]([Cl:32])=[CH:28][CH:27]=2)=[C:12]2[C:17](=[CH:18][C:19]=1[CH3:20])[N:16]=[C:15](C1NN=CC=1)[CH:14]=[CH:13]2)[C:7]([OH:9])=[O:8])([CH3:4])([CH3:3])[CH3:2].CC1(C)C(C)(C)OB([C:41]2[CH:42]=[N:43][NH:44][CH:45]=2)O1, predict the reaction product. The product is: [C:1]([O:5][C@@H:6]([C:10]1[C:11]([C:26]2[CH:31]=[CH:30][C:29]([Cl:32])=[CH:28][CH:27]=2)=[C:12]2[C:17](=[CH:18][C:19]=1[CH3:20])[N:16]=[C:15]([C:41]1[CH:42]=[N:43][NH:44][CH:45]=1)[CH:14]=[CH:13]2)[C:7]([OH:9])=[O:8])([CH3:2])([CH3:3])[CH3:4]. (4) Given the reactants C([Sn](CCCC)(CCCC)[C:6]1[S:7][C:8]([Sn](CCCC)(CCCC)CCCC)=[C:9]([P:19]([O:24][CH2:25][CH3:26])([O:21][CH2:22][CH3:23])=[O:20])[C:10]=1[P:11]([O:16][CH2:17][CH3:18])([O:13][CH2:14][CH3:15])=[O:12])CCC.[Cu]C#N.I[C:52]1([C:57]2[S:58][CH:59]=[CH:60][CH:61]=2)[CH2:56][CH:55]=[CH:54][S:53]1.Cl, predict the reaction product. The product is: [CH2:22]([O:21][P:19]([C:9]1[C:10]([P:11]([O:16][CH2:17][CH3:18])([O:13][CH2:14][CH3:15])=[O:12])=[C:6]([C:54]2[S:53][C:52]([C:57]3[S:58][CH:59]=[CH:60][CH:61]=3)=[CH:56][CH:55]=2)[S:7][C:8]=1[C:54]1[S:53][C:52]([C:57]2[S:58][CH:59]=[CH:60][CH:61]=2)=[CH:56][CH:55]=1)([O:24][CH2:25][CH3:26])=[O:20])[CH3:23]. (5) Given the reactants [H-].[Na+].[OH:3][CH2:4][CH2:5][N:6]1[C:10](=[O:11])[C:9]2=[CH:12][CH:13]=[CH:14][CH:15]=[C:8]2[C:7]1=[O:16].Cl[CH2:18][C:19](=[O:25])[CH2:20][C:21]([O:23][CH3:24])=[O:22].[Cl-].[NH4+].Cl, predict the reaction product. The product is: [CH3:24][O:23][C:21](=[O:22])[CH2:20][C:19](=[O:25])[CH2:18][O:3][CH2:4][CH2:5][N:6]1[C:10](=[O:11])[C:9]2[C:8](=[CH:15][CH:14]=[CH:13][CH:12]=2)[C:7]1=[O:16].